Dataset: Catalyst prediction with 721,799 reactions and 888 catalyst types from USPTO. Task: Predict which catalyst facilitates the given reaction. Reactant: [OH:1][C:2]1[C:3]([CH3:19])=[C:4]2[C:9](=[CH:10][CH:11]=1)[CH2:8][N:7]([C:12]([O:14][C:15]([CH3:18])([CH3:17])[CH3:16])=[O:13])[CH2:6][CH2:5]2.N1C=CC=CC=1.[F:26][C:27]([F:40])([F:39])[S:28](O[S:28]([C:27]([F:40])([F:39])[F:26])(=[O:30])=[O:29])(=[O:30])=[O:29]. Product: [CH3:19][C:3]1[C:2]([O:1][S:28]([C:27]([F:40])([F:39])[F:26])(=[O:30])=[O:29])=[CH:11][CH:10]=[C:9]2[C:4]=1[CH2:5][CH2:6][N:7]([C:12]([O:14][C:15]([CH3:16])([CH3:18])[CH3:17])=[O:13])[CH2:8]2. The catalyst class is: 2.